The task is: Predict the reactants needed to synthesize the given product.. This data is from Retrosynthesis with 50K atom-mapped reactions and 10 reaction types from USPTO. (1) Given the product Cc1ncc(C(CNC(=O)c2ccccc2Cl)CC2(C(F)(F)F)CC2)cn1, predict the reactants needed to synthesize it. The reactants are: Cc1ncc(C(CN)CC2(C(F)(F)F)CC2)cn1.O=C(O)c1ccccc1Cl. (2) Given the product CCS(=O)(=O)c1ccc(C#N)cc1CNC(=O)c1cc(C(F)(F)F)c(CN2CCN(C(=O)OC(C)(C)C)CC2)cc1N, predict the reactants needed to synthesize it. The reactants are: CC(C)(C)OC(=O)N1CCN(Cc2cc(N)c(C(=O)O)cc2C(F)(F)F)CC1.CCS(=O)(=O)c1ccc(C#N)cc1CN. (3) Given the product COC(=O)[C@H]1C[C@H](S(=O)(=O)c2ccccc2Cl)C[C@@H]1OCc1ccc(C)cc1, predict the reactants needed to synthesize it. The reactants are: COC(=O)[C@H]1C[C@H](S(=O)(=O)c2ccccc2Cl)C[C@@H]1O.Cc1ccc(CBr)cc1. (4) Given the product Nc1cc(F)cc2c1OCCC21SC(=O)NC1=O, predict the reactants needed to synthesize it. The reactants are: O=C1NC(=O)C2(CCOc3c([N+](=O)[O-])cc(F)cc32)S1.